This data is from Tyrosyl-DNA phosphodiesterase HTS with 341,365 compounds. The task is: Binary Classification. Given a drug SMILES string, predict its activity (active/inactive) in a high-throughput screening assay against a specified biological target. (1) The result is 0 (inactive). The molecule is O=C1CC(CC(NNC(=O)c2ccc(OC)cc2)=C1)(C)C. (2) The drug is Clc1c(Cn2c(ccc2C(OC)=O)c2occc2)cccc1. The result is 0 (inactive). (3) The drug is S(CC(=O)N1CCOCC1)c1n(c(=O)c2c(sc(c2)CC)n1)CC=C. The result is 0 (inactive). (4) The drug is O1CCN(CC(C(O)c2ccc(OCCCC)cc2)c2ccccc2)CC1. The result is 0 (inactive). (5) The drug is S(=O)(=O)(n1c2c(nc1)cc(c(c2)C)C)c1cc(c(OC)cc1)C. The result is 0 (inactive). (6) The compound is o1c2c(n(CC(OCC)=O)c1=O)cc(cc2)C. The result is 0 (inactive).